This data is from Reaction yield outcomes from USPTO patents with 853,638 reactions. The task is: Predict the reaction yield, written as a fraction of the theoretical maximum amount of product (1.0 means a 100% yield; for example, 0.34 means a 34% yield). (1) The reactants are Cl[C:2]1[N:7]=[CH:6][N:5]=[C:4]([O:8][C:9]2[CH:14]=[CH:13][C:12]([NH:15][C:16]([NH:18][C:19]3[CH:24]=[CH:23][CH:22]=[CH:21][CH:20]=3)=[O:17])=[CH:11][CH:10]=2)[CH:3]=1.[F:25][C:26]1[CH:32]=[CH:31][C:29]([NH2:30])=[CH:28][CH:27]=1.O. The catalyst is CN1CCCC1=O.C(OCC)(=O)C.CCCCCC. The product is [F:25][C:26]1[CH:32]=[CH:31][C:29]([NH:30][C:2]2[N:7]=[CH:6][N:5]=[C:4]([O:8][C:9]3[CH:14]=[CH:13][C:12]([NH:15][C:16]([NH:18][C:19]4[CH:24]=[CH:23][CH:22]=[CH:21][CH:20]=4)=[O:17])=[CH:11][CH:10]=3)[CH:3]=2)=[CH:28][CH:27]=1. The yield is 0.400. (2) The reactants are [F:1][C:2]([F:20])([F:19])[C:3]1[CH:8]=[CH:7][CH:6]=[CH:5][C:4]=1[C:9]1[CH:18]=[N:17][C:12]2[O:13][CH2:14][CH2:15][NH:16][C:11]=2[CH:10]=1.[Br:21][C:22]1[CH:23]=[C:24]([CH:28]=[C:29]([Br:33])[C:30]=1[O:31][CH3:32])[C:25](Cl)=[O:26].C(N(CC)CC)C.O. The catalyst is ClCCl. The product is [Br:21][C:22]1[CH:23]=[C:24]([C:25]([N:16]2[CH2:15][CH2:14][O:13][C:12]3[N:17]=[CH:18][C:9]([C:4]4[CH:5]=[CH:6][CH:7]=[CH:8][C:3]=4[C:2]([F:1])([F:19])[F:20])=[CH:10][C:11]2=3)=[O:26])[CH:28]=[C:29]([Br:33])[C:30]=1[O:31][CH3:32]. The yield is 0.340. (3) The reactants are [N:1]([CH2:4][C:5]1[C:6]([C:13]#[N:14])=[N:7][C:8]([CH2:11][CH3:12])=[CH:9][CH:10]=1)=[N+]=[N-].C1(P(C2C=CC=CC=2)C2C=CC=CC=2)C=CC=CC=1. The catalyst is O1CCCC1.O. The product is [CH2:11]([C:8]1[N:7]=[C:6]2[C:13]([NH2:14])=[N:1][CH2:4][C:5]2=[CH:10][CH:9]=1)[CH3:12]. The yield is 0.893. (4) The yield is 0.620. The product is [NH2:16][C:2]1[C:3]2[C:4](=[C:8]([C:11]([O:13][CH2:14][CH3:15])=[O:12])[S:9][N:10]=2)[N:5]=[CH:6][N:7]=1. The reactants are O[C:2]1[C:3]2[C:4](=[C:8]([C:11]([O:13][CH2:14][CH3:15])=[O:12])[S:9][N:10]=2)[N:5]=[CH:6][N:7]=1.[N:16]1C(C)=CC=CC=1C.P(Cl)(Cl)(Cl)=O.N1C=NC=N1.N. The catalyst is C(#N)C. (5) The reactants are Cl[C:2]1[CH:3]=[CH:4][C:5]2[N:11]3[CH2:12][C@H:8]([CH2:9][CH2:10]3)[N:7]([C:13]([NH:15][C:16]3[CH:21]=[N:20][CH:19]=[CH:18][N:17]=3)=[O:14])[C:6]=2[N:22]=1.[CH2:23]([N:25]1[CH:29]=[C:28](B2OC(C)(C)C(C)(C)O2)[CH:27]=[N:26]1)[CH3:24].P([O-])(O)(O)=O.[K+].O. The catalyst is O1CCOCC1.C1C=CC(/C=C/C(/C=C/C2C=CC=CC=2)=O)=CC=1.C1C=CC(/C=C/C(/C=C/C2C=CC=CC=2)=O)=CC=1.C1C=CC(/C=C/C(/C=C/C2C=CC=CC=2)=O)=CC=1.[Pd].[Pd].CC(C1C=C(C(C)C)C(C2C=CC=CC=2P(C2CCCCC2)C2CCCCC2)=C(C(C)C)C=1)C. The product is [CH2:23]([N:25]1[CH:29]=[C:28]([C:2]2[CH:3]=[CH:4][C:5]3[N:11]4[CH2:12][C@H:8]([CH2:9][CH2:10]4)[N:7]([C:13]([NH:15][C:16]4[CH:21]=[N:20][CH:19]=[CH:18][N:17]=4)=[O:14])[C:6]=3[N:22]=2)[CH:27]=[N:26]1)[CH3:24]. The yield is 0.726. (6) The reactants are [OH:1][C@@:2]1([C:9]#[C:10][C:11]2[CH:12]=[C:13]([N:17]3[C:21]4[N:22]=[CH:23][S:24][C:20]=4[C:19]([C:25]([O:27]CC)=O)=[N:18]3)[CH:14]=[CH:15][CH:16]=2)[CH2:6][CH2:5][N:4]([CH3:7])[C:3]1=[O:8].[NH3:30]. No catalyst specified. The product is [OH:1][C@@:2]1([C:9]#[C:10][C:11]2[CH:12]=[C:13]([N:17]3[C:21]4[N:22]=[CH:23][S:24][C:20]=4[C:19]([C:25]([NH2:30])=[O:27])=[N:18]3)[CH:14]=[CH:15][CH:16]=2)[CH2:6][CH2:5][N:4]([CH3:7])[C:3]1=[O:8]. The yield is 0.840. (7) The reactants are S(=O)(=O)(O)O.[N:6]1[C:15]2[C:10](=[CH:11][C:12]([CH2:16][C:17]([OH:19])=[O:18])=[CH:13][CH:14]=2)[CH:9]=[CH:8][CH:7]=1.[OH-].[Na+].[C:22](=O)(O)[O-].[Na+]. The catalyst is CO. The product is [N:6]1[C:15]2[C:10](=[CH:11][C:12]([CH2:16][C:17]([O:19][CH3:22])=[O:18])=[CH:13][CH:14]=2)[CH:9]=[CH:8][CH:7]=1. The yield is 0.980. (8) The product is [CH3:1][N:2]([CH3:3])[C:43]([C:40]1[S:39][C:35]2[N:36]=[CH:37][N:38]=[C:33]([NH:32][C:29]3[CH:30]=[CH:31][C:26]([F:25])=[CH:27][C:28]=3[O:47][CH:48]3[CH2:49][CH2:50][O:51][CH2:52][CH2:53]3)[C:34]=2[C:41]=1[CH3:42])=[O:45]. The yield is 0.300. The reactants are [CH3:1][N:2](C(ON1N=NC2C=CC=NC1=2)=[N+](C)C)[CH3:3].F[P-](F)(F)(F)(F)F.[F:25][C:26]1[CH:31]=[CH:30][C:29]([NH:32][C:33]2[C:34]3[C:41]([CH3:42])=[C:40]([C:43]([O:45]C)=O)[S:39][C:35]=3[N:36]=[CH:37][N:38]=2)=[C:28]([O:47][CH:48]2[CH2:53][CH2:52][O:51][CH2:50][CH2:49]2)[CH:27]=1.CCN(C(C)C)C(C)C.CNC. The catalyst is CN(C=O)C.C1COCC1. (9) The reactants are Cl[C:2]1[N:7]=[C:6]([C:8]([F:11])([F:10])[F:9])[C:5]([C:12]([O:14][CH2:15][CH3:16])=[O:13])=[CH:4][N:3]=1.[Cl:17][C:18]1[CH:19]=[C:20]([C:26]2([C:31]([F:34])([F:33])[F:32])[CH2:30][CH2:29][NH:28][CH2:27]2)[CH:21]=[C:22]([Cl:25])[C:23]=1[Cl:24].C(=O)([O-])[O-].[K+].[K+]. The catalyst is CN(C)C=O. The product is [Cl:17][C:18]1[CH:19]=[C:20]([C:26]2([C:31]([F:34])([F:33])[F:32])[CH2:30][CH2:29][N:28]([C:2]3[N:7]=[C:6]([C:8]([F:11])([F:10])[F:9])[C:5]([C:12]([O:14][CH2:15][CH3:16])=[O:13])=[CH:4][N:3]=3)[CH2:27]2)[CH:21]=[C:22]([Cl:25])[C:23]=1[Cl:24]. The yield is 0.950.